Dataset: Forward reaction prediction with 1.9M reactions from USPTO patents (1976-2016). Task: Predict the product of the given reaction. (1) Given the reactants [Cl:1][C:2]1[CH:9]=[CH:8][C:5]([C:6]#[N:7])=[C:4]([O:10][C@@H:11]([C:15]2[CH:20]=[CH:19][CH:18]=[CH:17][CH:16]=2)[CH2:12][CH2:13]Cl)[CH:3]=1.[N:21]1([C:27]([O:29][C:30]([CH3:33])([CH3:32])[CH3:31])=[O:28])[CH2:26][CH2:25][NH:24][CH2:23][CH2:22]1, predict the reaction product. The product is: [Cl:1][C:2]1[CH:9]=[CH:8][C:5]([C:6]#[N:7])=[C:4]([CH:3]=1)[O:10][C@@H:11]([C:15]1[CH:20]=[CH:19][CH:18]=[CH:17][CH:16]=1)[CH2:12][CH2:13][N:24]1[CH2:23][CH2:22][N:21]([C:27]([O:29][C:30]([CH3:33])([CH3:32])[CH3:31])=[O:28])[CH2:26][CH2:25]1. (2) Given the reactants [F:1][C:2]1[CH:19]=[CH:18][C:5]([O:6][C:7]2[C:16]3[C:11](=[C:12]([NH2:17])[CH:13]=[CH:14][CH:15]=3)[N:10]=[CH:9][CH:8]=2)=[CH:4][C:3]=1[C:20]([F:23])([F:22])[F:21].[F:24][CH:25]([F:42])[C:26]1[N:34]=[CH:33][C:32]([CH2:35][NH:36][C:37](=[O:41])[CH:38]([CH3:40])[CH3:39])=[CH:31][C:27]=1[C:28](O)=[O:29].C(Cl)(=O)C(Cl)=O.CCN(C(C)C)C(C)C, predict the reaction product. The product is: [F:42][CH:25]([F:24])[C:26]1[N:34]=[CH:33][C:32]([CH2:35][NH:36][C:37](=[O:41])[CH:38]([CH3:39])[CH3:40])=[CH:31][C:27]=1[C:28]([NH:17][C:12]1[CH:13]=[CH:14][CH:15]=[C:16]2[C:11]=1[N:10]=[CH:9][CH:8]=[C:7]2[O:6][C:5]1[CH:18]=[CH:19][C:2]([F:1])=[C:3]([C:20]([F:23])([F:21])[F:22])[CH:4]=1)=[O:29]. (3) The product is: [CH2:1]([N:8]1[C:20]2[CH:19]=[C:18]3[C:13]([CH:14]=[CH:15][N:16]=[C:17]3[CH:21]3[CH2:26][CH2:25][N:24]([CH3:27])[CH2:23][CH2:22]3)=[CH:12][C:11]=2[CH2:10][CH2:9]1)[C:2]1[CH:3]=[CH:4][CH:5]=[CH:6][CH:7]=1. Given the reactants [CH2:1]([N:8]1[C:20]2[CH:19]=[C:18]3[C:13]([CH:14]=[CH:15][N:16]=[C:17]3[CH:21]3[CH2:26][CH2:25][NH:24][CH2:23][CH2:22]3)=[CH:12][C:11]=2[CH2:10][CH2:9]1)[C:2]1[CH:7]=[CH:6][CH:5]=[CH:4][CH:3]=1.[CH2:27]=O, predict the reaction product. (4) Given the reactants [Cl:1][C:2]1[C:7]([Cl:8])=[C:6]([S:9](=[O:18])(=[O:17])[NH:10][C@@H:11]([CH3:16])[C:12]([F:15])([F:14])[F:13])[CH:5]=[CH:4][C:3]=1[C:19]1[S:23][C:22]([C:24]([NH:26][NH2:27])=[O:25])=[N:21][C:20]=1[C:28]([N:30]([CH2:33][CH3:34])[CH2:31][CH3:32])=[O:29].[CH3:35][O:36][C:37](=[O:45])[C:38]([CH3:44])([CH3:43])[CH2:39][C:40](O)=[O:41].CN(C(ON1N=NC2C=CC=NC1=2)=[N+](C)C)C.F[P-](F)(F)(F)(F)F.O, predict the reaction product. The product is: [Cl:1][C:2]1[C:7]([Cl:8])=[C:6]([S:9](=[O:18])(=[O:17])[NH:10][C@@H:11]([CH3:16])[C:12]([F:13])([F:15])[F:14])[CH:5]=[CH:4][C:3]=1[C:19]1[S:23][C:22]([C:24]([NH:26][NH:27][C:40](=[O:41])[CH2:39][C:38]([CH3:44])([CH3:43])[C:37]([O:36][CH3:35])=[O:45])=[O:25])=[N:21][C:20]=1[C:28](=[O:29])[N:30]([CH2:31][CH3:32])[CH2:33][CH3:34]. (5) The product is: [CH2:18]([O:19][C:2]1[CH:3]=[C:4]([CH:8]=[C:9]([O:11][CH:12]([CH3:14])[CH3:13])[N:10]=1)[C:5]([OH:7])=[O:6])[CH:16]([CH3:17])[CH3:15]. Given the reactants Cl[C:2]1[CH:3]=[C:4]([CH:8]=[C:9]([O:11][CH:12]([CH3:14])[CH3:13])[N:10]=1)[C:5]([OH:7])=[O:6].[CH3:15][CH:16]([CH2:18][O-:19])[CH3:17].[Na+], predict the reaction product. (6) Given the reactants [CH:1](=[C:8]1[NH:12][C:11](=[O:13])[C:10]([N:14]=[O:15])=[C:9]1OC)[C:2]1[CH:7]=[CH:6][CH:5]=[CH:4][CH:3]=1.[CH3:18][NH2:19], predict the reaction product. The product is: [CH:1](=[C:8]1[NH:12][C:11](=[O:13])[C:10]([N:14]=[O:15])=[C:9]1[NH:19][CH3:18])[C:2]1[CH:7]=[CH:6][CH:5]=[CH:4][CH:3]=1.